This data is from Reaction yield outcomes from USPTO patents with 853,638 reactions. The task is: Predict the reaction yield, written as a fraction of the theoretical maximum amount of product (1.0 means a 100% yield; for example, 0.34 means a 34% yield). (1) The reactants are [Cl:1][C:2]1[CH:3]=[C:4]([CH:17]=[CH:18][C:19]=1[Cl:20])[CH:5]=[C:6]1[C:14](=[O:15])[C:13]2[C:8](=[CH:9][CH:10]=[CH:11][CH:12]=2)[C:7]1=[O:16].[OH:21]O.[OH-].[Na+].O. The catalyst is CO. The product is [Cl:1][C:2]1[CH:3]=[C:4]([CH:5]2[C:6]3([C:14](=[O:15])[C:13]4[C:8](=[CH:9][CH:10]=[CH:11][CH:12]=4)[C:7]3=[O:16])[O:21]2)[CH:17]=[CH:18][C:19]=1[Cl:20]. The yield is 0.950. (2) The reactants are [Mg].[CH2:2]([C:4]1[C:12]2[N:11]3[C@H:13]([CH3:18])[CH2:14][NH:15][C:16](=[O:17])[C:10]3=[CH:9][C:8]=2[CH:7]=[CH:6][CH:5]=1)[CH3:3].[H][H].P([O-])([O-])([O-])=O.[K+].[K+].[K+]. The catalyst is CO. The product is [CH2:2]([C:4]1[C:12]2[N:11]3[C@H:13]([CH3:18])[CH2:14][NH:15][C:16](=[O:17])[C@@H:10]3[CH2:9][C:8]=2[CH:7]=[CH:6][CH:5]=1)[CH3:3]. The yield is 0.970. (3) The reactants are Br[C:2]1[N:3]=[C:4]([CH:8]=[O:9])[N:5]([CH3:7])[CH:6]=1.C([Sn](CCCC)(CCCC)[C:15]1[S:16][CH:17]=[CH:18][CH:19]=1)CCC. The catalyst is C1C=CC([P]([Pd]([P](C2C=CC=CC=2)(C2C=CC=CC=2)C2C=CC=CC=2)([P](C2C=CC=CC=2)(C2C=CC=CC=2)C2C=CC=CC=2)[P](C2C=CC=CC=2)(C2C=CC=CC=2)C2C=CC=CC=2)(C2C=CC=CC=2)C2C=CC=CC=2)=CC=1.CN(C=O)C. The product is [CH3:7][N:5]1[CH:6]=[C:2]([C:15]2[S:16][CH:17]=[CH:18][CH:19]=2)[N:3]=[C:4]1[CH:8]=[O:9]. The yield is 0.510. (4) The reactants are [C:1]1([S:7]([N:10]2[C:14]3[CH:15]=[N:16][C:17]([C:20]#[N:21])=[C:18]([OH:19])[C:13]=3[C:12]3[CH:22]=[C:23](Br)[CH:24]=[N:25][C:11]2=3)(=[O:9])=[O:8])[CH:6]=[CH:5][CH:4]=[CH:3][CH:2]=1. The catalyst is [Pd].C(OCC)(=O)C.CN(C)C=O.C(N(CC)CC)C. The product is [C:1]1([S:7]([N:10]2[C:14]3[CH:15]=[N:16][C:17]([C:20]#[N:21])=[C:18]([OH:19])[C:13]=3[C:12]3[CH:22]=[CH:23][CH:24]=[N:25][C:11]2=3)(=[O:8])=[O:9])[CH:2]=[CH:3][CH:4]=[CH:5][CH:6]=1. The yield is 0.980. (5) The reactants are [CH3:1][C:2]1[CH:11]=[CH:10][C:5]2[O:6][CH2:7][CH2:8][O:9][C:4]=2[CH:3]=1.[N+:12]([O-])([OH:14])=[O:13]. The catalyst is C(O)(=O)C. The product is [CH3:1][C:2]1[C:11]([N+:12]([O-:14])=[O:13])=[CH:10][C:5]2[O:6][CH2:7][CH2:8][O:9][C:4]=2[CH:3]=1. The yield is 0.992. (6) The reactants are O.NN.[CH3:4][O:5][C:6]1[N:7]=[C:8]2[C:17](=[CH:18][CH:19]=1)[N:16]=[CH:15][C:14]1[N:13](C)[C:12](=[O:21])[CH:11]([C@H:22]3[CH2:27][CH2:26][C@H:25]([N:28]4C(=O)C5C(=CC=CC=5)C4=O)[CH2:24][CH2:23]3)[O:10][C:9]2=1. The catalyst is ClCCl.CO. The product is [NH2:28][C@H:25]1[CH2:26][CH2:27][C@H:22]([CH:11]2[O:10][C:9]3[C:8]4[C:17](=[CH:18][CH:19]=[C:6]([O:5][CH3:4])[N:7]=4)[N:16]=[CH:15][C:14]=3[NH:13][C:12]2=[O:21])[CH2:23][CH2:24]1. The yield is 0.560.